Dataset: Forward reaction prediction with 1.9M reactions from USPTO patents (1976-2016). Task: Predict the product of the given reaction. (1) Given the reactants C(OC([N:8]1[CH2:12][CH2:11][CH2:10][C@H:9]1[C:13]1[NH:14][C:15]([C:18]2[CH:19]=[CH:20][C:21]3[C:30]4[C:25](=[C:26]5[CH:34]=[CH:33][C:32]([C:35]6[NH:39][C:38]([C@@H:40]7[CH2:44][CH2:43][CH2:42][N:41]7[C:45]([O:47][CH2:48][C:49]7[CH:54]=[CH:53][CH:52]=[CH:51][CH:50]=7)=[O:46])=[N:37][CH:36]=6)=[CH:31][C:27]5=[CH:28][CH:29]=4)[O:24][CH2:23][C:22]=3[CH:55]=2)=[CH:16][N:17]=1)=O)(C)(C)C.Cl.[CH3:57][O:58][C:59]([NH:61][C@@H:62]([CH:66]([CH3:68])[CH3:67])[C:63]([OH:65])=O)=[O:60].CN(C(ON1N=NC2C=CC=NC1=2)=[N+](C)C)C.F[P-](F)(F)(F)(F)F.C(N(C(C)C)CC)(C)C, predict the reaction product. The product is: [CH3:57][O:58][C:59]([NH:61][C@@H:62]([CH:66]([CH3:68])[CH3:67])[C:63]([N:8]1[CH2:12][CH2:11][CH2:10][C@H:9]1[C:13]1[NH:14][C:15]([C:18]2[CH:19]=[CH:20][C:21]3[C:30]4[C:25](=[C:26]5[CH:34]=[CH:33][C:32]([C:35]6[NH:39][C:38]([C@@H:40]7[CH2:44][CH2:43][CH2:42][N:41]7[C:45]([O:47][CH2:48][C:49]7[CH:54]=[CH:53][CH:52]=[CH:51][CH:50]=7)=[O:46])=[N:37][CH:36]=6)=[CH:31][C:27]5=[CH:28][CH:29]=4)[O:24][CH2:23][C:22]=3[CH:55]=2)=[CH:16][N:17]=1)=[O:65])=[O:60]. (2) The product is: [I:17][C:16]1[C:3]2[C:2]([OH:19])=[C:7]([C:8]3[CH:13]=[CH:12][CH:11]=[CH:10][CH:9]=3)[N:6]=[N:5][C:4]=2[N:14]([CH3:18])[N:15]=1. Given the reactants Cl[C:2]1[C:7]([C:8]2[CH:13]=[CH:12][CH:11]=[CH:10][CH:9]=2)=[N:6][N:5]=[C:4]2[N:14]([CH3:18])[N:15]=[C:16]([I:17])[C:3]=12.[OH-:19].[Na+], predict the reaction product. (3) Given the reactants [Cl:1][C:2]1[CH:3]=[C:4]([CH:8]2[C:13]([C:14]([OH:16])=O)=[C:12]([CH3:17])[NH:11][C:10](=[O:18])[NH:9]2)[CH:5]=[CH:6][CH:7]=1.[C:19]1([CH:25]([C:29]2[CH:34]=[CH:33][CH:32]=[CH:31][CH:30]=2)[CH2:26][CH2:27][NH2:28])[CH:24]=[CH:23][CH:22]=[CH:21][CH:20]=1.Cl.C(N=C=NCCCN(C)C)C, predict the reaction product. The product is: [C:29]1([CH:25]([C:19]2[CH:20]=[CH:21][CH:22]=[CH:23][CH:24]=2)[CH2:26][CH2:27][NH:28][C:14]([C:13]2[CH:8]([C:4]3[CH:5]=[CH:6][CH:7]=[C:2]([Cl:1])[CH:3]=3)[NH:9][C:10](=[O:18])[NH:11][C:12]=2[CH3:17])=[O:16])[CH:30]=[CH:31][CH:32]=[CH:33][CH:34]=1. (4) The product is: [CH3:1][O:2][CH2:3][CH2:4][C:5]1[CH:14]=[CH:13][CH:12]=[CH:11][C:6]=1[C:7]([O:9][CH3:10])=[O:8]. Given the reactants [CH3:1][O:2]/[CH:3]=[CH:4]/[C:5]1[CH:14]=[CH:13][CH:12]=[CH:11][C:6]=1[C:7]([O:9][CH3:10])=[O:8], predict the reaction product. (5) Given the reactants [NH2:1][C:2]1[CH:7]=[CH:6][C:5]([NH:8][C:9](=[O:18])[C:10]2[CH:15]=[C:14]([Cl:16])[CH:13]=[CH:12][C:11]=2[OH:17])=[C:4]([Cl:19])[CH:3]=1.CCN(CC)CC.[C:27](Cl)([CH3:29])=[O:28].[CH3:31][C:32](C)=[O:33], predict the reaction product. The product is: [C:27]([NH:1][C:2]1[CH:7]=[CH:6][C:5]([NH:8][C:9]([C:10]2[CH:15]=[C:14]([Cl:16])[CH:13]=[CH:12][C:11]=2[O:17][C:32](=[O:33])[CH3:31])=[O:18])=[C:4]([Cl:19])[CH:3]=1)(=[O:28])[CH3:29]. (6) Given the reactants CCN(C(C)C)C(C)C.[CH:10]1([CH:16]2[CH2:28][C:27]3[C:26]4[C:21](=[CH:22][CH:23]=[C:24]([C:29](O)=[O:30])[CH:25]=4)[NH:20][C:19]=3[CH2:18][CH2:17]2)[CH2:15][CH2:14][CH2:13][CH2:12][CH2:11]1.[CH3:32][CH:33]1[CH2:38][CH2:37][NH:36][CH2:35][CH2:34]1.CN(C(ON1N=NC2C=CC=NC1=2)=[N+](C)C)C.F[P-](F)(F)(F)(F)F, predict the reaction product. The product is: [CH:10]1([CH:16]2[CH2:28][C:27]3[C:26]4[C:21](=[CH:22][CH:23]=[C:24]([C:29]([N:36]5[CH2:37][CH2:38][CH:33]([CH3:32])[CH2:34][CH2:35]5)=[O:30])[CH:25]=4)[NH:20][C:19]=3[CH2:18][CH2:17]2)[CH2:11][CH2:12][CH2:13][CH2:14][CH2:15]1. (7) Given the reactants [I:1]N1C(=O)CCC1=O.[CH2:9]([C:11]1[CH:16]=[CH:15][C:14]([C:17]2[C:25]3[C:24](=[O:26])[NH:23][CH:22]=[N:21][C:20]=3[O:19][CH:18]=2)=[CH:13][CH:12]=1)[CH3:10], predict the reaction product. The product is: [CH2:9]([C:11]1[CH:12]=[CH:13][C:14]([C:17]2[C:25]3[C:24](=[O:26])[NH:23][CH:22]=[N:21][C:20]=3[O:19][C:18]=2[I:1])=[CH:15][CH:16]=1)[CH3:10]. (8) Given the reactants [H-].[Na+].Cl.[F:4][C:5]([F:24])([F:23])[C:6]([NH:8][C:9]1([CH2:15][NH:16][C:17](=[O:22])[C:18]([F:21])([F:20])[F:19])[CH2:14][CH2:13][NH:12][CH2:11][CH2:10]1)=[O:7].Br.Br[CH2:27][C:28]1[CH:33]=[CH:32][N:31]=[CH:30][CH:29]=1, predict the reaction product. The product is: [F:19][C:18]([F:21])([F:20])[C:17]([NH:16][CH2:15][C:9]1([NH:8][C:6](=[O:7])[C:5]([F:4])([F:23])[F:24])[CH2:14][CH2:13][N:12]([CH2:27][C:28]2[CH:33]=[CH:32][N:31]=[CH:30][CH:29]=2)[CH2:11][CH2:10]1)=[O:22]. (9) Given the reactants I[C:2]1[CH:7]=[CH:6][C:5]([CH3:8])=[C:4]([CH3:9])[CH:3]=1.C1(P(C2C=CC=CC=2)C2C=CC=CC=2)C=CC=CC=1.[CH2:29]([OH:32])[C:30]#[CH:31].C(N(C(C)C)CC)(C)C, predict the reaction product. The product is: [CH3:9][C:4]1[CH:3]=[C:2]([C:31]#[C:30][CH2:29][OH:32])[CH:7]=[CH:6][C:5]=1[CH3:8].